Dataset: Reaction yield outcomes from USPTO patents with 853,638 reactions. Task: Predict the reaction yield, written as a fraction of the theoretical maximum amount of product (1.0 means a 100% yield; for example, 0.34 means a 34% yield). (1) The reactants are [N+:1]([C:4]1[CH:5]=[CH:6][CH:7]=[C:8]2[C:13]=1[N:12]=[CH:11][CH:10]=[C:9]2[O:14][C:15]1[CH:20]=[CH:19][C:18]([NH2:21])=[CH:17][CH:16]=1)([O-:3])=[O:2].ON1C2C=CC=CC=2N=N1.[Cl:32][C:33]1[CH:41]=[CH:40][C:36]([C:37](O)=[O:38])=[CH:35][C:34]=1[C:42]([F:45])([F:44])[F:43].C(N(CC)CC)C. The catalyst is CN(C)C=O. The product is [N+:1]([C:4]1[CH:5]=[CH:6][CH:7]=[C:8]2[C:13]=1[N:12]=[CH:11][CH:10]=[C:9]2[O:14][C:15]1[CH:20]=[CH:19][C:18]([NH:21][C:37](=[O:38])[C:36]2[CH:40]=[CH:41][C:33]([Cl:32])=[C:34]([C:42]([F:45])([F:43])[F:44])[CH:35]=2)=[CH:17][CH:16]=1)([O-:3])=[O:2]. The yield is 0.712. (2) The yield is 0.900. The product is [CH3:1][C:2]([CH3:11])([CH2:6][CH2:7][C:8]([O:10][CH2:12][CH3:13])=[O:9])[C:3]([O:5][CH2:15][CH3:16])=[O:4]. The reactants are [CH3:1][C:2]([CH3:11])([CH2:6][CH2:7][C:8]([OH:10])=[O:9])[C:3]([OH:5])=[O:4].[CH2:12](O)[CH3:13].[C:15]1(C)C=CC=C[CH:16]=1.S(=O)(=O)(O)O. The catalyst is O. (3) The reactants are Br[C:2]1[S:3][C:4]([Br:7])=[CH:5][N:6]=1.[NH:8]1[CH2:13][CH2:12][CH:11]([C:14]([NH2:16])=[O:15])[CH2:10][CH2:9]1. The catalyst is CCO.O. The product is [Br:7][C:4]1[S:3][C:2]([N:8]2[CH2:13][CH2:12][CH:11]([C:14]([NH2:16])=[O:15])[CH2:10][CH2:9]2)=[N:6][CH:5]=1. The yield is 0.800. (4) The reactants are [N+:1]([C:4]1[CH:9]=[CH:8][C:7]([N:10]2[CH2:15][CH2:14][CH:13]([C:16]3[O:20][C:19](=[O:21])[NH:18][N:17]=3)[CH2:12][CH2:11]2)=[CH:6][CH:5]=1)([O-])=O.O.O.Cl[Sn]Cl. The catalyst is CO. The product is [NH2:1][C:4]1[CH:5]=[CH:6][C:7]([N:10]2[CH2:11][CH2:12][CH:13]([C:16]3[O:20][C:19](=[O:21])[NH:18][N:17]=3)[CH2:14][CH2:15]2)=[CH:8][CH:9]=1. The yield is 0.850. (5) The reactants are [NH:1]1[CH2:5][CH2:4][C@H:3]([C:6]([O:8][CH3:9])=[O:7])[CH2:2]1.CCN(C(C)C)C(C)C.[Br:19][C:20]1[CH:21]=[N:22][C:23]([C:26]2[CH:31]=[CH:30][C:29]([CH2:32][C@H:33]([NH:37][C:38]([C:40]3[S:41][C:42]([C:45]([CH3:48])([CH3:47])[CH3:46])=[CH:43][CH:44]=3)=[O:39])[C:34](O)=[O:35])=[CH:28][CH:27]=2)=[N:24][CH:25]=1.CN(C(ON1N=NC2C=CC=NC1=2)=[N+](C)C)C.F[P-](F)(F)(F)(F)F. The yield is 0.580. The catalyst is CN(C=O)C. The product is [Br:19][C:20]1[CH:25]=[N:24][C:23]([C:26]2[CH:27]=[CH:28][C:29]([CH2:32][C@H:33]([NH:37][C:38]([C:40]3[S:41][C:42]([C:45]([CH3:48])([CH3:47])[CH3:46])=[CH:43][CH:44]=3)=[O:39])[C:34]([N:1]3[CH2:5][CH2:4][C@H:3]([C:6]([O:8][CH3:9])=[O:7])[CH2:2]3)=[O:35])=[CH:30][CH:31]=2)=[N:22][CH:21]=1. (6) The reactants are [CH:1]([C:3]1[C:11]2[B:10]([OH:12])[O:9][CH2:8][C:7]=2[CH:6]=[CH:5][CH:4]=1)=O.[NH:13]1[CH2:18][CH2:17][CH:16]([CH2:19][OH:20])[CH2:15][CH2:14]1.[BH-](OC(C)=O)(OC(C)=O)OC(C)=O.[Na+]. The catalyst is ClCCCl. The product is [OH:20][CH2:19][CH:16]1[CH2:17][CH2:18][N:13]([CH2:1][C:3]2[C:11]3[B:10]([OH:12])[O:9][CH2:8][C:7]=3[CH:6]=[CH:5][CH:4]=2)[CH2:14][CH2:15]1. The yield is 0.337. (7) The product is [CH3:14][CH:11]1[CH2:12][CH2:13][N:8]([C:6]2[CH:5]=[CH:4][N:3]=[C:2]([NH:15][C:16]3[NH:17][N:18]=[C:19]([CH3:21])[CH:20]=3)[N:7]=2)[CH2:9][CH2:10]1. The reactants are Cl[C:2]1[N:7]=[C:6]([N:8]2[CH2:13][CH2:12][CH:11]([CH3:14])[CH2:10][CH2:9]2)[CH:5]=[CH:4][N:3]=1.[NH2:15][C:16]1[NH:17][N:18]=[C:19]([CH3:21])[CH:20]=1.C(=O)([O-])[O-].[K+].[K+]. The yield is 0.500. The catalyst is C(O)CCC. (8) The reactants are [CH3:1][O:2][C:3]1[CH:4]=[C:5]([CH:27]=[CH:28][C:29]=1[O:30][CH3:31])[CH2:6][NH:7][C:8]1[N:13]2[N:14]=[C:15]([C:17]3[O:18][CH:19]=[CH:20][CH:21]=3)[N:16]=[C:12]2[CH:11]=[C:10]([C:22]([O:24][CH2:25][CH3:26])=[CH2:23])[N:9]=1.[CH2:32]([Zn]CC)C.ICI. The catalyst is C1(C)C=CC=CC=1.C(OCC)(=O)C.CCCCCC.C(Cl)(Cl)Cl. The product is [CH3:1][O:2][C:3]1[CH:4]=[C:5]([CH:27]=[CH:28][C:29]=1[O:30][CH3:31])[CH2:6][NH:7][C:8]1[N:13]2[N:14]=[C:15]([C:17]3[O:18][CH:19]=[CH:20][CH:21]=3)[N:16]=[C:12]2[CH:11]=[C:10]([C:22]2([O:24][CH2:25][CH3:26])[CH2:32][CH2:23]2)[N:9]=1. The yield is 0.100. (9) The reactants are [CH2:1]([O:8][CH2:9][CH2:10][CH2:11][C:12](=[CH2:15])[CH:13]=[O:14])[C:2]1[CH:7]=[CH:6][CH:5]=[CH:4][CH:3]=1.Cl([O-])=[O:17].[Na+]. The catalyst is C(O)(C)(C)C.CC(=CC)C.O. The product is [CH2:1]([O:8][CH2:9][CH2:10][CH2:11][C:12](=[CH2:15])[C:13]([OH:17])=[O:14])[C:2]1[CH:7]=[CH:6][CH:5]=[CH:4][CH:3]=1. The yield is 0.740. (10) The reactants are [OH:1][C:2]1[CH:10]=[CH:9][C:8]([C:11]2[N:12]([C:27]([O:29][C:30]([CH3:33])([CH3:32])[CH3:31])=[O:28])[C:13]3[C:18]([CH:19]=2)=[CH:17][C:16]([CH2:20][N:21]2[CH2:26][CH2:25][CH2:24][CH2:23][CH2:22]2)=[CH:15][CH:14]=3)=[C:7]2[C:3]=1[CH2:4][NH:5][C:6]2=[O:34].C(N(CC)CC)C.[Cl:42][C:43]1[CH:48]=[CH:47][C:46]([S:49](Cl)(=[O:51])=[O:50])=[C:45]([F:53])[CH:44]=1.O. The catalyst is C(#N)C. The product is [F:53][C:45]1[CH:44]=[C:43]([Cl:42])[CH:48]=[CH:47][C:46]=1[S:49]([O:1][C:2]1[CH:10]=[CH:9][C:8]([C:11]2[N:12]([C:27]([O:29][C:30]([CH3:31])([CH3:33])[CH3:32])=[O:28])[C:13]3[C:18]([CH:19]=2)=[CH:17][C:16]([CH2:20][N:21]2[CH2:26][CH2:25][CH2:24][CH2:23][CH2:22]2)=[CH:15][CH:14]=3)=[C:7]2[C:3]=1[CH2:4][NH:5][C:6]2=[O:34])(=[O:51])=[O:50]. The yield is 0.270.